Predict the reaction yield, written as a fraction of the theoretical maximum amount of product (1.0 means a 100% yield; for example, 0.34 means a 34% yield). From a dataset of Reaction yield outcomes from USPTO patents with 853,638 reactions. (1) The catalyst is C(#N)C. The reactants are [NH2:1][C:2]1[CH:9]=[CH:8][CH:7]=[CH:6][C:3]=1[CH2:4]O.[BrH:10].[C:11]1([P:17]([C:24]2[CH:29]=[CH:28][CH:27]=[CH:26][CH:25]=2)[C:18]2[CH:23]=[CH:22][CH:21]=[CH:20][CH:19]=2)[CH:16]=[CH:15][CH:14]=[CH:13][CH:12]=1. The yield is 0.880. The product is [Br-:10].[C:24]1([P+:17]([C:11]2[CH:12]=[CH:13][CH:14]=[CH:15][CH:16]=2)([C:18]2[CH:23]=[CH:22][CH:21]=[CH:20][CH:19]=2)[CH2:4][C:3]2[CH:6]=[CH:7][CH:8]=[CH:9][C:2]=2[NH2:1])[CH:25]=[CH:26][CH:27]=[CH:28][CH:29]=1. (2) The reactants are [Cl-].O[NH3+:3].[C:4](=[O:7])([O-])[OH:5].[Na+].CS(C)=O.[CH2:13]([C:17]1[N:18]=[C:19]([CH2:39][O:40][CH3:41])[NH:20][C:21](=[O:38])[C:22]=1[CH2:23][C:24]1[CH:29]=[CH:28][C:27]([C:30]2[C:31]([C:36]#[N:37])=[CH:32][CH:33]=[CH:34][CH:35]=2)=[CH:26][CH:25]=1)[CH2:14][CH2:15][CH3:16]. The catalyst is C(OCC)(=O)C. The product is [CH2:13]([C:17]1[N:18]=[C:19]([CH2:39][O:40][CH3:41])[NH:20][C:21](=[O:38])[C:22]=1[CH2:23][C:24]1[CH:29]=[CH:28][C:27]([C:30]2[CH:35]=[CH:34][CH:33]=[CH:32][C:31]=2[C:36]2[NH:3][C:4](=[O:7])[O:5][N:37]=2)=[CH:26][CH:25]=1)[CH2:14][CH2:15][CH3:16]. The yield is 0.470. (3) The reactants are [C:1]([O:5][C:6]([N:8]1[CH2:13][CH2:12][CH:11]([C:14](=O)[N:15]([C@@H:30]2[CH2:35][CH2:34][CH2:33][N:32]([C:36]([O:38][CH2:39][C:40]3[CH:45]=[CH:44][CH:43]=[CH:42][CH:41]=3)=[O:37])[CH2:31]2)[CH2:16][C:17]([C:19]2[CH:24]=[CH:23][C:22]([F:25])=[C:21]([C:26]([F:29])([F:28])[F:27])[CH:20]=2)=O)[CH2:10][CH2:9]1)=[O:7])([CH3:4])([CH3:3])[CH3:2].C[N:48](C=O)C. The product is [C:1]([O:5][C:6]([N:8]1[CH2:13][CH2:12][CH:11]([C:14]2[N:15]([C@@H:30]3[CH2:35][CH2:34][CH2:33][N:32]([C:36]([O:38][CH2:39][C:40]4[CH:45]=[CH:44][CH:43]=[CH:42][CH:41]=4)=[O:37])[CH2:31]3)[CH:16]=[C:17]([C:19]3[CH:24]=[CH:23][C:22]([F:25])=[C:21]([C:26]([F:27])([F:29])[F:28])[CH:20]=3)[N:48]=2)[CH2:10][CH2:9]1)=[O:7])([CH3:2])([CH3:3])[CH3:4]. The yield is 0.750. The catalyst is C([O-])(=O)C.[NH4+].C(O)(=O)C.CC(=O)OCC. (4) The product is [C:1]([O:5][C:6]([N:8]1[CH2:12][CH2:11][C@H:10]([O:13][C:14]2[C:15]3[CH2:23][N:22]([C:25]4[CH:30]=[N:29][C:28]([O:31][CH3:32])=[C:27]([O:33][CH3:34])[CH:26]=4)[CH2:21][CH2:20][C:16]=3[N:17]=[CH:18][N:19]=2)[CH2:9]1)=[O:7])([CH3:4])([CH3:2])[CH3:3]. The yield is 0.740. The reactants are [C:1]([O:5][C:6]([N:8]1[CH2:12][CH2:11][C@H:10]([O:13][C:14]2[C:15]3[CH2:23][NH:22][CH2:21][CH2:20][C:16]=3[N:17]=[CH:18][N:19]=2)[CH2:9]1)=[O:7])([CH3:4])([CH3:3])[CH3:2].Br[C:25]1[CH:26]=[C:27]([O:33][CH3:34])[C:28]([O:31][CH3:32])=[N:29][CH:30]=1.CC(C)([O-])C.[Na+]. The catalyst is C1C=CC(/C=C/C(/C=C/C2C=CC=CC=2)=O)=CC=1.C1C=CC(/C=C/C(/C=C/C2C=CC=CC=2)=O)=CC=1.C1C=CC(/C=C/C(/C=C/C2C=CC=CC=2)=O)=CC=1.[Pd].[Pd].C(P(C(C)(C)C)C1C=CC=CC=1C1C=CC=CC=1N(C)C)(C)(C)C.C1(C)C=CC=CC=1. (5) The reactants are [NH2:1][C:2]1[CH:7]=[CH:6][CH:5]=[CH:4][C:3]=1[C:8]1[NH:9][C:10]2[C:15]([CH:16]=1)=[CH:14][CH:13]=[CH:12][CH:11]=2.[OH:17][C:18]1[CH:19]=[C:20]([CH2:25][C:26](O)=[O:27])[CH:21]=[CH:22][C:23]=1[OH:24]. No catalyst specified. The product is [OH:17][C:18]1[CH:19]=[C:20]([CH2:25][C:26]([NH:1][C:2]2[CH:7]=[CH:6][CH:5]=[CH:4][C:3]=2[C:8]2[NH:9][C:10]3[C:15]([CH:16]=2)=[CH:14][CH:13]=[CH:12][CH:11]=3)=[O:27])[CH:21]=[CH:22][C:23]=1[OH:24]. The yield is 0.170.